Predict the reactants needed to synthesize the given product. From a dataset of Full USPTO retrosynthesis dataset with 1.9M reactions from patents (1976-2016). (1) The reactants are: Cl[C:2]1[N:7]=[C:6]([NH:8][CH2:9][CH2:10][CH3:11])[C:5]([I:12])=[CH:4][N:3]=1.[NH2:13][C:14]1[CH:21]=[CH:20][C:17]([C:18]#[N:19])=[CH:16][CH:15]=1.[C@]12(CS(O)(=O)=O)C(C)(C)C(CC1)CC2=O.C(=O)([O-])O.[Na+]. Given the product [C:18]([C:17]1[CH:20]=[CH:21][C:14]([NH:13][C:2]2[N:7]=[C:6]([NH:8][CH2:9][CH2:10][CH3:11])[C:5]([I:12])=[CH:4][N:3]=2)=[CH:15][CH:16]=1)#[N:19], predict the reactants needed to synthesize it. (2) Given the product [F:1][C:2]1[CH:7]=[C:6]([N:8]2[C:24](=[O:23])[CH:25]=[C:26]([CH3:27])[N:28]=[C:29]2[CH2:30][O:31][C:32]2[CH:37]=[CH:36][CH:35]=[C:34]([F:38])[CH:33]=2)[CH:5]=[CH:4][C:3]=1[NH:9][CH2:10][CH2:11][N:12]1[CH2:17][CH2:16][O:15][CH2:14][CH2:13]1, predict the reactants needed to synthesize it. The reactants are: [F:1][C:2]1[CH:7]=[C:6]([NH2:8])[CH:5]=[CH:4][C:3]=1[NH:9][CH2:10][CH2:11][N:12]1[CH2:17][CH2:16][O:15][CH2:14][CH2:13]1.C[Al](C)C.C[O:23][C:24](=O)/[CH:25]=[C:26](\[NH:28][C:29](=O)[CH2:30][O:31][C:32]1[CH:37]=[CH:36][CH:35]=[C:34]([F:38])[CH:33]=1)/[CH3:27].O. (3) Given the product [F:29][C:26]1[CH:25]=[CH:24][C:23]([C:8]2[O:9][C:10]3[CH:15]=[C:14]([N+:16]([O-:18])=[O:17])[C:13]([O:19][CH:20]([CH3:21])[CH3:22])=[CH:12][C:11]=3[C:7]=2[C:5]2[NH:4][CH2:3][CH2:2][N:1]=2)=[CH:28][CH:27]=1, predict the reactants needed to synthesize it. The reactants are: [NH2:1][CH2:2][CH2:3][NH:4][C:5]([C:7]1[C:11]2[CH:12]=[C:13]([O:19][CH:20]([CH3:22])[CH3:21])[C:14]([N+:16]([O-:18])=[O:17])=[CH:15][C:10]=2[O:9][C:8]=1[C:23]1[CH:28]=[CH:27][C:26]([F:29])=[CH:25][CH:24]=1)=O.O=P(Cl)(Cl)Cl.